Predict the product of the given reaction. From a dataset of Forward reaction prediction with 1.9M reactions from USPTO patents (1976-2016). (1) The product is: [Cl:11][CH2:12][CH2:13][CH2:14][O:15][CH2:5][C:4]1[CH:7]=[CH:8][CH:9]=[CH:10][C:3]=1[O:2][CH3:1]. Given the reactants [CH3:1][O:2][C:3]1[CH:10]=[CH:9][CH:8]=[CH:7][C:4]=1[CH2:5]Cl.[Cl:11][CH2:12][CH2:13][CH2:14][OH:15].[H-].[Na+], predict the reaction product. (2) Given the reactants [NH2:1][C:2]1[C:3]([C:12]([NH:14][C@H:15]([C:20]([O:22][CH3:23])=[O:21])[CH2:16][CH2:17][CH2:18][CH3:19])=[O:13])=[CH:4][C:5]2[C:10]([CH:11]=1)=[CH:9][CH:8]=[CH:7][CH:6]=2.[N:24]([C:27]1[C:32]([CH3:33])=[CH:31][C:30]([CH3:34])=[CH:29][C:28]=1[CH3:35])=[C:25]=[O:26], predict the reaction product. The product is: [CH3:33][C:32]1[CH:31]=[C:30]([CH3:34])[CH:29]=[C:28]([CH3:35])[C:27]=1[NH:24][C:25]([NH:1][C:2]1[C:3]([C:12]([NH:14][C@H:15]([C:20]([O:22][CH3:23])=[O:21])[CH2:16][CH2:17][CH2:18][CH3:19])=[O:13])=[CH:4][C:5]2[C:10]([CH:11]=1)=[CH:9][CH:8]=[CH:7][CH:6]=2)=[O:26]. (3) Given the reactants NC1SC(CC2C=CC=CC=2)=CC=1[C:7]([NH2:9])=[O:8].[NH2:17][C:18]1[S:19][C:20]([CH:26]([C:28]2[CH:33]=[CH:32][CH:31]=[CH:30][CH:29]=2)[CH3:27])=[CH:21][C:22]=1[C:23]([NH2:25])=[O:24], predict the reaction product. The product is: [C:28]1([CH:26]([C:20]2[S:19][C:18]([NH:17][C:7]([NH2:9])=[O:8])=[C:22]([C:23]([NH2:25])=[O:24])[CH:21]=2)[CH3:27])[CH:33]=[CH:32][CH:31]=[CH:30][CH:29]=1. (4) Given the reactants Cl[C:2]1[C:11]([C:12]([OH:14])=[O:13])=[CH:10][C:9]2[C:4](=[C:5]([Cl:16])[CH:6]=[C:7]([Cl:15])[CH:8]=2)[N:3]=1.[NH2:17][C@H:18]([C:27]([OH:29])=[O:28])[CH2:19][C:20]1[CH:25]=[CH:24][C:23]([OH:26])=[CH:22][CH:21]=1, predict the reaction product. The product is: [C:27]([C@@H:18]([NH:17][C:2]1[C:11]([C:12]([OH:14])=[O:13])=[CH:10][C:9]2[C:4](=[C:5]([Cl:16])[CH:6]=[C:7]([Cl:15])[CH:8]=2)[N:3]=1)[CH2:19][C:20]1[CH:25]=[CH:24][C:23]([OH:26])=[CH:22][CH:21]=1)([OH:29])=[O:28]. (5) Given the reactants [F:1][C:2]([F:29])([F:28])[C:3]1[C:4]([CH2:19][NH:20]C(=O)OC(C)(C)C)=[N:5][C:6]([C:9]2[CH:10]=[N:11][C:12]([C:15]([F:18])([F:17])[F:16])=[N:13][CH:14]=2)=[N:7][CH:8]=1.[ClH:30], predict the reaction product. The product is: [ClH:30].[F:18][C:15]([F:16])([F:17])[C:12]1[N:11]=[CH:10][C:9]([C:6]2[N:5]=[C:4]([CH2:19][NH2:20])[C:3]([C:2]([F:1])([F:29])[F:28])=[CH:8][N:7]=2)=[CH:14][N:13]=1. (6) The product is: [CH3:19][C:20]1[CH:27]=[CH:26][C:23]([CH2:24][NH:25][C:3]([C:5]2[C:10]([OH:11])=[C:9]([O:12][CH3:13])[CH:8]=[C:7]([CH:14]3[CH2:18][CH2:17][CH2:16][O:15]3)[N:6]=2)=[O:4])=[CH:22][CH:21]=1. Given the reactants CO[C:3]([C:5]1[C:10]([OH:11])=[C:9]([O:12][CH3:13])[CH:8]=[C:7]([CH:14]2[CH2:18][CH2:17][CH2:16][O:15]2)[N:6]=1)=[O:4].[CH3:19][C:20]1[CH:27]=[CH:26][C:23]([CH2:24][NH2:25])=[CH:22][CH:21]=1, predict the reaction product.